Predict the product of the given reaction. From a dataset of Forward reaction prediction with 1.9M reactions from USPTO patents (1976-2016). The product is: [CH3:14][O:13][CH2:12][CH2:11][N:7]1[C:6]2[CH:15]=[C:2]([B:19]3[O:20][C:21]([CH3:23])([CH3:22])[C:17]([CH3:33])([CH3:16])[O:18]3)[CH:3]=[CH:4][C:5]=2[S:9][C:8]1=[O:10]. Given the reactants Br[C:2]1[CH:3]=[CH:4][C:5]2[S:9][C:8](=[O:10])[N:7]([CH2:11][CH2:12][O:13][CH3:14])[C:6]=2[CH:15]=1.[CH3:16][C:17]1([CH3:33])[C:21]([CH3:23])([CH3:22])[O:20][B:19]([B:19]2[O:20][C:21]([CH3:23])([CH3:22])[C:17]([CH3:33])([CH3:16])[O:18]2)[O:18]1.C([O-])(=O)C.[K+], predict the reaction product.